This data is from Catalyst prediction with 721,799 reactions and 888 catalyst types from USPTO. The task is: Predict which catalyst facilitates the given reaction. (1) Reactant: [OH-].[Li+].C([O:5][C:6](=[O:31])[C:7]1[CH:12]=[CH:11][C:10]([O:13][C:14]2[CH:19]=[CH:18][C:17]([C:20]#[N:21])=[CH:16][CH:15]=2)=[N:9][C:8]=1[O:22][C:23]1[CH:28]=[CH:27][C:26]([C:29]#[N:30])=[CH:25][CH:24]=1)C. Product: [C:29]([C:26]1[CH:27]=[CH:28][C:23]([O:22][C:8]2[N:9]=[C:10]([O:13][C:14]3[CH:19]=[CH:18][C:17]([C:20]#[N:21])=[CH:16][CH:15]=3)[CH:11]=[CH:12][C:7]=2[C:6]([OH:31])=[O:5])=[CH:24][CH:25]=1)#[N:30]. The catalyst class is: 90. (2) Reactant: [OH:1][CH2:2][C:3]1[N:4]=[C:5]([C:8]#[C:9][CH:10]([NH:22][C:23](=[O:29])[O:24][C:25]([CH3:28])([CH3:27])[CH3:26])[CH2:11][C:12]2[CH:17]=[CH:16][C:15]([C:18]([F:21])([F:20])[F:19])=[CH:14][CH:13]=2)[S:6][CH:7]=1. Product: [OH:1][CH2:2][C:3]1[N:4]=[C:5]([CH2:8][CH2:9][CH:10]([NH:22][C:23](=[O:29])[O:24][C:25]([CH3:27])([CH3:26])[CH3:28])[CH2:11][C:12]2[CH:17]=[CH:16][C:15]([C:18]([F:21])([F:19])[F:20])=[CH:14][CH:13]=2)[S:6][CH:7]=1. The catalyst class is: 50. (3) The catalyst class is: 12. Product: [Br:1][C:11]1[C:10]2[C:14](=[CH:15][CH:16]=[C:8]([N+:5]([O-:7])=[O:6])[CH:9]=2)[NH:13][N:12]=1. Reactant: [Br:1]Br.[OH-].[Na+].[N+:5]([C:8]1[CH:9]=[C:10]2[C:14](=[CH:15][CH:16]=1)[NH:13][N:12]=[CH:11]2)([O-:7])=[O:6].S([O-])(O)=O.[Na+]. (4) Reactant: [Cl:1][C:2]1[CH:3]=[CH:4][C:5]([CH3:26])=[C:6]([C:8]2[N:13]=[C:12]([NH2:14])[N:11]=[C:10]([NH:15][C:16]3[CH:21]=[CH:20][C:19]([C:22]([F:25])([F:24])[F:23])=[CH:18][CH:17]=3)[CH:9]=2)[CH:7]=1.[C:27]1(=O)[O:32][C:30](=[O:31])[CH2:29][CH2:28]1. Product: [Cl:1][C:2]1[CH:3]=[CH:4][C:5]([CH3:26])=[C:6]([C:8]2[CH:9]=[C:10]([NH:15][C:16]3[CH:17]=[CH:18][C:19]([C:22]([F:23])([F:25])[F:24])=[CH:20][CH:21]=3)[N:11]=[C:12]([N:14]3[C:30](=[O:31])[CH2:29][CH2:28][C:27]3=[O:32])[N:13]=2)[CH:7]=1. The catalyst class is: 11. (5) Reactant: [N+:1]([C:4]1[CH:5]=[C:6]2[C:10](=[CH:11][CH:12]=1)[NH:9][CH:8]=[CH:7]2)([O-:3])=[O:2].[C:13](Cl)(=[O:15])[CH3:14].[Sn](Cl)(Cl)(Cl)Cl.C([O-])(O)=O.[Na+]. Product: [C:13]([C:7]1[C:6]2[C:10](=[CH:11][CH:12]=[C:4]([N+:1]([O-:3])=[O:2])[CH:5]=2)[NH:9][CH:8]=1)(=[O:15])[CH3:14]. The catalyst class is: 59. (6) Reactant: [C:1]([O:5][C:6]([N:8]1[CH2:13][CH2:12][N:11]([CH2:14][C:15]([N:17]2[C:25]3[C:20](=[CH:21][CH:22]=[C:23]([N+:26]([O-])=O)[CH:24]=3)[CH2:19][CH2:18]2)=[O:16])[CH2:10][C@H:9]1[CH3:29])=[O:7])([CH3:4])([CH3:3])[CH3:2]. Product: [C:1]([O:5][C:6]([N:8]1[CH2:13][CH2:12][N:11]([CH2:14][C:15]([N:17]2[C:25]3[C:20](=[CH:21][CH:22]=[C:23]([NH2:26])[CH:24]=3)[CH2:19][CH2:18]2)=[O:16])[CH2:10][C@H:9]1[CH3:29])=[O:7])([CH3:4])([CH3:2])[CH3:3]. The catalyst class is: 43. (7) The catalyst class is: 97. Product: [F:14][C:15]1[CH:16]=[C:17]([S:21][CH2:25][CH2:26][CH2:27][C:28]([OH:30])=[O:29])[CH:18]=[CH:19][CH:20]=1. Reactant: ClC1C=CC(Cl)=CC=1SCC(O)=O.[F:14][C:15]1[CH:16]=[C:17]([SH:21])[CH:18]=[CH:19][CH:20]=1.[OH-].[K+].Br[CH2:25][CH2:26][CH2:27][C:28]([O:30]CC)=[O:29]. (8) Reactant: COC1C=CC=CC=1OC.C(N(C[CH2:17][O:18][C:19]1[CH:24]=[C:23]([Br:25])[C:22]([O:26][CH2:27]CN(CC)CC)=[CH:21][C:20]=1[Br:34])CC)C.BrC1C=C(O)C(Br)=CC=1O.Cl.C(N(CC)CCCl)C.C(=O)([O-])[O-].[K+].[K+]. Product: [Br:25][C:23]1[CH:24]=[C:19]([O:18][CH3:17])[C:20]([Br:34])=[CH:21][C:22]=1[O:26][CH3:27]. The catalyst class is: 21. (9) Reactant: [CH3:1][C:2]1[C:7]([N+:8]([O-:10])=[O:9])=[CH:6][CH:5]=[CH:4][C:3]=1[CH:11]1[CH2:13][O:12]1.[C:14]([N:21]1[CH2:26][CH2:25][NH:24][C@H:23]([CH2:27][OH:28])[CH2:22]1)([O:16][C:17]([CH3:20])([CH3:19])[CH3:18])=[O:15]. Product: [OH:12][CH:11]([C:3]1[CH:4]=[CH:5][CH:6]=[C:7]([N+:8]([O-:10])=[O:9])[C:2]=1[CH3:1])[CH2:13][N:24]1[CH2:25][CH2:26][N:21]([C:14]([O:16][C:17]([CH3:18])([CH3:19])[CH3:20])=[O:15])[CH2:22][C@H:23]1[CH2:27][OH:28]. The catalyst class is: 14.